This data is from Catalyst prediction with 721,799 reactions and 888 catalyst types from USPTO. The task is: Predict which catalyst facilitates the given reaction. (1) The catalyst class is: 1. Product: [Cl:25][C:22]1[CH:21]=[CH:20][C:19]([S:16]([CH:6]([C:7]2[C:12]([F:13])=[CH:11][CH:10]=[C:9]([F:14])[C:8]=2[F:15])[CH:5]([CH3:26])[CH2:4][CH2:3][OH:2])(=[O:17])=[O:18])=[CH:24][CH:23]=1. Reactant: C[O:2][C:3](=O)[CH2:4][CH:5]([CH3:26])[CH:6]([S:16]([C:19]1[CH:24]=[CH:23][C:22]([Cl:25])=[CH:21][CH:20]=1)(=[O:18])=[O:17])[C:7]1[C:12]([F:13])=[CH:11][CH:10]=[C:9]([F:14])[C:8]=1[F:15].[BH4-].[Li+].O.C(OCC)(=O)C. (2) Reactant: Cl[C:2]1[C:11]([CH3:12])=[C:10]([Cl:13])[C:9]2[C:4](=[N:5][CH:6]=[CH:7][CH:8]=2)[N:3]=1.[F:14][C:15]1[CH:16]=[C:17](B(O)O)[CH:18]=[C:19]([F:21])[CH:20]=1.C(=O)([O-])[O-].[K+].[K+]. Product: [Cl:13][C:10]1[C:9]2[C:4](=[N:5][CH:6]=[CH:7][CH:8]=2)[N:3]=[C:2]([C:17]2[CH:16]=[C:15]([F:14])[CH:20]=[C:19]([F:21])[CH:18]=2)[C:11]=1[CH3:12]. The catalyst class is: 109. (3) Reactant: [CH3:1][N:2]1[CH:6]=[C:5]([NH:7][C:8]([O:10][CH2:11][CH:12]=[CH2:13])=[O:9])[C:4]([O:14][CH3:15])=[C:3]1[C:16]([O:18]CC)=[O:17].[OH-].[Na+].C(O)C. Product: [CH3:1][N:2]1[CH:6]=[C:5]([NH:7][C:8]([O:10][CH2:11][CH:12]=[CH2:13])=[O:9])[C:4]([O:14][CH3:15])=[C:3]1[C:16]([OH:18])=[O:17]. The catalyst class is: 6. (4) Reactant: Cl[C:2]([O:4][C:5]1[CH:10]=[CH:9][CH:8]=[CH:7][CH:6]=1)=[O:3].[I:11][C:12]1[CH:13]=[N:14][NH:15][CH:16]=1.C(N(CC)CC)C.O. Product: [I:11][C:12]1[CH:13]=[N:14][N:15]([C:2]([O:4][C:5]2[CH:10]=[CH:9][CH:8]=[CH:7][CH:6]=2)=[O:3])[CH:16]=1. The catalyst class is: 2. (5) Reactant: C1(C)C=CC(S([N:10]2[CH2:16][CH:15]([N:17]([CH3:19])[CH3:18])[CH2:14][N:13](S(C3C=CC(C)=CC=3)(=O)=O)[CH2:12][CH2:11]2)(=O)=O)=CC=1.C1(O)C=CC=CC=1.[BrH:38]. Product: [BrH:38].[BrH:38].[BrH:38].[CH3:18][N:17]([CH:15]1[CH2:14][NH:13][CH2:12][CH2:11][NH:10][CH2:16]1)[CH3:19]. The catalyst class is: 15.